This data is from Forward reaction prediction with 1.9M reactions from USPTO patents (1976-2016). The task is: Predict the product of the given reaction. (1) Given the reactants [CH3:1][N:2]1[CH:6]([C:7]([O:9][C:10]([CH3:13])([CH3:12])[CH3:11])=[O:8])[CH2:5][NH:4][C:3]1=[O:14].Cl[C:16]1[N:21]=[C:20]([O:22][CH3:23])[CH:19]=[CH:18][N:17]=1.C(=O)([O-])[O-].[Cs+].[Cs+].CC1(C)C2C(=C(P(C3C=CC=CC=3)C3C=CC=CC=3)C=CC=2)OC2C(P(C3C=CC=CC=3)C3C=CC=CC=3)=CC=CC1=2, predict the reaction product. The product is: [CH3:1][N:2]1[CH:6]([C:7]([O:9][C:10]([CH3:11])([CH3:13])[CH3:12])=[O:8])[CH2:5][N:4]([C:16]2[N:21]=[C:20]([O:22][CH3:23])[CH:19]=[CH:18][N:17]=2)[C:3]1=[O:14]. (2) Given the reactants [S:1]1[CH:5]=[CH:4][C:3]2[CH:6]=[C:7](B3OC(C)(C)C(C)(C)O3)[CH:8]=[CH:9][C:2]1=2.[Cl:19][C:20]1[CH:21]=[C:22]([CH2:26][N:27]2[CH:31]=[CH:30][N:29]=[C:28]2[CH3:32])[N:23]=[N:24][CH:25]=1, predict the reaction product. The product is: [ClH:19].[S:1]1[CH:5]=[CH:4][C:3]2[CH:6]=[C:7]([C:20]3[CH:21]=[C:22]([CH2:26][N:27]4[CH:31]=[CH:30][N:29]=[C:28]4[CH3:32])[N:23]=[N:24][CH:25]=3)[CH:8]=[CH:9][C:2]1=2. (3) Given the reactants [F:1][C:2]([F:54])([F:53])[C:3]1[CH:4]=[C:5]([CH:46]=[C:47]([C:49]([F:52])([F:51])[F:50])[CH:48]=1)[CH2:6][N:7]([CH2:20][C:21]1[CH:26]=[C:25]([C:27]([F:30])([F:29])[F:28])[CH:24]=[CH:23][C:22]=1[N:31]([CH2:44][CH3:45])[C:32]([O:34][CH2:35][CH2:36][C:37]([O:39]C(C)(C)C)=[O:38])=[O:33])[C:8]1[N:13]=[CH:12][C:11]([N:14]2[CH2:19][CH2:18][O:17][CH2:16][CH2:15]2)=[CH:10][N:9]=1.C(=O)(O)[O-].[Na+], predict the reaction product. The product is: [F:52][C:49]([F:50])([F:51])[C:47]1[CH:46]=[C:5]([CH:4]=[C:3]([C:2]([F:53])([F:1])[F:54])[CH:48]=1)[CH2:6][N:7]([CH2:20][C:21]1[CH:26]=[C:25]([C:27]([F:28])([F:29])[F:30])[CH:24]=[CH:23][C:22]=1[N:31]([CH2:44][CH3:45])[C:32]([O:34][CH2:35][CH2:36][C:37]([OH:39])=[O:38])=[O:33])[C:8]1[N:13]=[CH:12][C:11]([N:14]2[CH2:19][CH2:18][O:17][CH2:16][CH2:15]2)=[CH:10][N:9]=1. (4) Given the reactants [Cl:1][C:2]1[CH:3]=[CH:4][C:5]([NH:18][CH2:19][CH:20]2[CH2:25][CH2:24][NH:23][CH2:22][CH2:21]2)=[C:6]([CH:17]=1)[C:7]([NH:9][C:10]1[CH:15]=[CH:14][C:13]([Cl:16])=[CH:12][N:11]=1)=[O:8].Cl[C:27]1[CH:28]=CC(N(C2CCN(C(C)C)CC2)C)=C([CH:42]=1)C(NC1C=CC(Cl)=CN=1)=O, predict the reaction product. The product is: [Cl:1][C:2]1[CH:3]=[CH:4][C:5]([NH:18][CH2:19][CH:20]2[CH2:21][CH2:22][N:23]([CH:27]([CH3:28])[CH3:42])[CH2:24][CH2:25]2)=[C:6]([CH:17]=1)[C:7]([NH:9][C:10]1[CH:15]=[CH:14][C:13]([Cl:16])=[CH:12][N:11]=1)=[O:8].